Task: Predict the reactants needed to synthesize the given product.. Dataset: Full USPTO retrosynthesis dataset with 1.9M reactions from patents (1976-2016) (1) The reactants are: [Cl:1][C:2]1[CH:3]=[C:4]([NH2:9])[C:5]([NH2:8])=[N:6][CH:7]=1.[C:10]1([CH3:27])[CH:15]=[CH:14][C:13]([C:16](=O)[C:17]([C:19]2[CH:24]=[CH:23][C:22]([CH3:25])=[CH:21][CH:20]=2)=O)=[CH:12][CH:11]=1. Given the product [Cl:1][C:2]1[CH:7]=[N:6][C:5]2=[N:8][C:16]([C:13]3[CH:12]=[CH:11][C:10]([CH3:27])=[CH:15][CH:14]=3)=[C:17]([C:19]3[CH:24]=[CH:23][C:22]([CH3:25])=[CH:21][CH:20]=3)[N:9]=[C:4]2[CH:3]=1, predict the reactants needed to synthesize it. (2) Given the product [Br:9][C:6]1[CH:5]=[C:4]([CH2:10][CH2:11][C:12]([OH:14])=[O:13])[CH:3]=[C:2]([Br:1])[C:7]=1[O:8][CH2:26][C:22]1[CH:23]=[CH:24][CH:25]=[C:20]([OH:19])[CH:21]=1, predict the reactants needed to synthesize it. The reactants are: [Br:1][C:2]1[CH:3]=[C:4]([CH2:10][CH2:11][C:12]([O:14]C)=[O:13])[CH:5]=[C:6]([Br:9])[C:7]=1[OH:8].C([O:19][C:20]1[CH:25]=[CH:24][CH:23]=[C:22]([CH2:26]Br)[CH:21]=1)(=O)C. (3) Given the product [Br:4][C:5]1[C:6]([F:16])=[C:7]2[C:8]([C:9]([NH2:10])=[N:2][NH:3]2)=[C:11]([F:14])[C:12]=1[F:13], predict the reactants needed to synthesize it. The reactants are: O.[NH2:2][NH2:3].[Br:4][C:5]1[C:12]([F:13])=[C:11]([F:14])[C:8]([C:9]#[N:10])=[C:7](F)[C:6]=1[F:16].O.